Task: Predict the reactants needed to synthesize the given product.. Dataset: Full USPTO retrosynthesis dataset with 1.9M reactions from patents (1976-2016) (1) Given the product [C:1]([N:4]1[C:13]2[C:8](=[CH:9][C:10]([C:14]3[CH:15]=[CH:16][C:17]([C:20]([OH:22])=[O:21])=[N:18][CH:19]=3)=[CH:11][CH:12]=2)[C@H:7]([NH:24][C:25]2[CH:30]=[CH:29][C:28]([C:31]#[N:32])=[CH:27][N:26]=2)[CH2:6][C@@H:5]1[CH3:33])(=[O:3])[CH3:2], predict the reactants needed to synthesize it. The reactants are: [C:1]([N:4]1[C:13]2[C:8](=[CH:9][C:10]([C:14]3[CH:15]=[CH:16][C:17]([C:20]([O:22]C)=[O:21])=[N:18][CH:19]=3)=[CH:11][CH:12]=2)[C@H:7]([NH:24][C:25]2[CH:30]=[CH:29][C:28]([C:31]#[N:32])=[CH:27][N:26]=2)[CH2:6][C@@H:5]1[CH3:33])(=[O:3])[CH3:2].O.[OH-].[Li+].C(O)(=O)C. (2) Given the product [CH2:17]([O:20]/[N:21]=[C:1](/[C:4]1[CH:9]=[CH:8][CH:7]=[C:6]([CH3:10])[N:5]=1)\[CH3:2])[C:18]#[CH:19], predict the reactants needed to synthesize it. The reactants are: [C:1]([C:4]1[CH:9]=[CH:8][CH:7]=[C:6]([CH3:10])[N:5]=1)(=O)[CH3:2].C([O-])(=O)C.[Na+].Cl.[CH2:17]([O:20][NH2:21])[C:18]#[CH:19].